Task: Predict which catalyst facilitates the given reaction.. Dataset: Catalyst prediction with 721,799 reactions and 888 catalyst types from USPTO (1) The catalyst class is: 3. Product: [NH2:1][C:2]1[S:6][C:5]([S:7][CH2:29][C:24]2[C:21]3[CH2:22][CH2:23][N:17]([C:15]([O:14][C:10]([CH3:12])([CH3:11])[CH3:13])=[O:16])[CH2:18][CH2:19][C:20]=3[CH:27]=[CH:26][C:25]=2[Cl:28])=[N:4][N:3]=1. Reactant: [NH2:1][C:2]1[S:6][C:5]([SH:7])=[N:4][N:3]=1.[H-].[Na+].[C:10]([O:14][C:15]([N:17]1[CH2:23][CH2:22][C:21]2[C:24]([CH2:29]Cl)=[C:25]([Cl:28])[CH:26]=[CH:27][C:20]=2[CH2:19][CH2:18]1)=[O:16])([CH3:13])([CH3:12])[CH3:11]. (2) Product: [F:1][C:2]1[CH:11]=[C:10]2[C:5]([CH:6]=[C:7]([C@@H:17]([NH:19][C:21]3[N:29]=[CH:28][N:27]=[C:26]4[C:22]=3[N:23]=[CH:24][NH:25]4)[CH3:18])[C:8]([C:12]3[S:13][CH:14]=[CH:15][CH:16]=3)=[N:9]2)=[CH:4][CH:3]=1. The catalyst class is: 51. Reactant: [F:1][C:2]1[CH:11]=[C:10]2[C:5]([CH:6]=[C:7]([C@@H:17]([NH2:19])[CH3:18])[C:8]([C:12]3[S:13][CH:14]=[CH:15][CH:16]=3)=[N:9]2)=[CH:4][CH:3]=1.Cl[C:21]1[N:29]=[CH:28][N:27]=[C:26]2[C:22]=1[NH:23][CH:24]=[N:25]2.CCN(C(C)C)C(C)C. (3) Reactant: [CH3:1][C:2]1[C:6]([CH2:7][O:8][C:9]2[CH:10]=[CH:11][C:12]([CH2:15][C:16]([OH:18])=O)=[N:13][CH:14]=2)=[C:5]([CH3:19])[O:4][N:3]=1.C(Cl)CCl.Cl.[Cl:25][C:26]1[CH:31]=[CH:30][C:29]([CH:32]([C:34]2[CH:39]=[CH:38][CH:37]=[CH:36][CH:35]=2)[NH2:33])=[CH:28][CH:27]=1.C1C=CC2N(O)N=NC=2C=1.C(N(CC)CC)C. Product: [Cl:25][C:26]1[CH:27]=[CH:28][C:29]([CH:32]([C:34]2[CH:35]=[CH:36][CH:37]=[CH:38][CH:39]=2)[NH:33][C:16](=[O:18])[CH2:15][C:12]2[CH:11]=[CH:10][C:9]([O:8][CH2:7][C:6]3[C:2]([CH3:1])=[N:3][O:4][C:5]=3[CH3:19])=[CH:14][N:13]=2)=[CH:30][CH:31]=1. The catalyst class is: 30. (4) Reactant: Br[CH2:2][C:3]1[CH:12]=[CH:11][C:10]2[C:5](=[CH:6][CH:7]=[CH:8][CH:9]=2)[CH:4]=1.[OH:13][C:14]1[CH:15]=[CH:16][CH:17]=[C:18]2[C:23]=1[N:22]=[CH:21][CH:20]=[CH:19]2.C([O-])([O-])=O.[K+].[K+]. Product: [CH:4]1[C:5]2[C:10](=[CH:9][CH:8]=[CH:7][CH:6]=2)[CH:11]=[CH:12][C:3]=1[CH2:2][O:13][C:14]1[CH:15]=[CH:16][CH:17]=[C:18]2[C:23]=1[N:22]=[CH:21][CH:20]=[CH:19]2. The catalyst class is: 21. (5) Reactant: [CH3:1][N:2]1[CH:6]=[C:5]([C:7]2[O:11][N:10]=[C:9]([C:12]3[CH:17]=[CH:16][C:15]([O:18][C:19]([F:22])([F:21])[F:20])=[CH:14][CH:13]=3)[N:8]=2)[N:4]=[CH:3]1.[Li]CCCC.[Cl:28][C:29]1[CH:30]=[C:31]([CH:34]=[CH:35][N:36]=1)[CH:32]=[O:33]. Product: [Cl:28][C:29]1[CH:30]=[C:31]([CH:32]([C:3]2[N:2]([CH3:1])[CH:6]=[C:5]([C:7]3[O:11][N:10]=[C:9]([C:12]4[CH:13]=[CH:14][C:15]([O:18][C:19]([F:20])([F:22])[F:21])=[CH:16][CH:17]=4)[N:8]=3)[N:4]=2)[OH:33])[CH:34]=[CH:35][N:36]=1. The catalyst class is: 1. (6) Reactant: [C:1]1([CH3:35])[CH:6]=[CH:5][CH:4]=[C:3]([C:7]2[N:8]=[C:9]3[CH2:23][CH2:22][CH2:21][N:20]([CH2:24][CH2:25][CH2:26][CH2:27][CH2:28][CH2:29][C:30]([O:32]CC)=[O:31])[C:10]3=[N:11][C:12]=2[C:13]2[CH:18]=[CH:17][C:16]([CH3:19])=[CH:15][CH:14]=2)[CH:2]=1.CO.[OH-].[Na+].Cl. Product: [C:1]1([CH3:35])[CH:6]=[CH:5][CH:4]=[C:3]([C:7]2[N:8]=[C:9]3[CH2:23][CH2:22][CH2:21][N:20]([CH2:24][CH2:25][CH2:26][CH2:27][CH2:28][CH2:29][C:30]([OH:32])=[O:31])[C:10]3=[N:11][C:12]=2[C:13]2[CH:14]=[CH:15][C:16]([CH3:19])=[CH:17][CH:18]=2)[CH:2]=1. The catalyst class is: 20.